Dataset: Forward reaction prediction with 1.9M reactions from USPTO patents (1976-2016). Task: Predict the product of the given reaction. (1) Given the reactants C([O:3][C:4](=[O:19])[C@@H:5]([O:17][CH3:18])[CH2:6][C:7]1[CH:12]=[CH:11][C:10]([C:13]#[C:14][CH2:15]Cl)=[CH:9][CH:8]=1)C.[CH:20]1[CH:25]=[CH:24][C:23]([NH:26][C:27]2[CH:32]=[CH:31][CH:30]=[C:29]([OH:33])[CH:28]=2)=[CH:22][CH:21]=1, predict the reaction product. The product is: [CH3:18][O:17][C@@H:5]([CH2:6][C:7]1[CH:8]=[CH:9][C:10]([C:13]#[C:14][CH2:15][O:33][C:29]2[CH:30]=[CH:31][CH:32]=[C:27]([NH:26][C:23]3[CH:22]=[CH:21][CH:20]=[CH:25][CH:24]=3)[CH:28]=2)=[CH:11][CH:12]=1)[C:4]([OH:3])=[O:19]. (2) The product is: [N+:20]([C:23]1[CH:24]=[C:25]([C:26]2[NH:11][C:9]([C:8]3[CH:7]=[CH:6][C:5]([N+:2]([O-:4])=[O:3])=[CH:13][CH:12]=3)=[N:10][CH:27]=2)[CH:30]=[CH:31][CH:32]=1)([O-:22])=[O:21]. Given the reactants Cl.[N+:2]([C:5]1[CH:13]=[CH:12][C:8]([C:9]([NH2:11])=[NH:10])=[CH:7][CH:6]=1)([O-:4])=[O:3].C([O-])(O)=O.[Na+].O.[N+:20]([C:23]1[CH:24]=[C:25]([CH:30]=[CH:31][CH:32]=1)[C:26](=O)[CH2:27]Br)([O-:22])=[O:21], predict the reaction product. (3) Given the reactants [N:1]([C:4]1[CH:12]=[CH:11][C:7]2[NH:8][CH:9]=[N:10][C:6]=2[CH:5]=1)=[C:2]=[S:3].[N:13]1[CH:18]=[CH:17][CH:16]=[CH:15][C:14]=1[CH2:19][NH2:20], predict the reaction product. The product is: [NH:8]1[C:7]2[CH:11]=[CH:12][C:4]([NH:1][C:2]([NH:20][CH2:19][C:14]3[CH:15]=[CH:16][CH:17]=[CH:18][N:13]=3)=[S:3])=[CH:5][C:6]=2[N:10]=[CH:9]1. (4) The product is: [NH2:8][C:9]1[C:18]([CH2:19][CH2:20][C:21]([NH:23][CH2:24][CH:25]2[CH2:30][CH2:29][CH2:28][CH2:27][CH2:26]2)=[O:22])=[CH:17][C:16]2[C:11](=[CH:12][CH:13]=[C:14]([C:31]3[N:32]=[CH:33][S:34][CH:35]=3)[CH:15]=2)[N:10]=1. Given the reactants COC1C=CC(C[NH:8][C:9]2[C:18]([CH2:19][CH2:20][C:21]([NH:23][CH2:24][CH:25]3[CH2:30][CH2:29][CH2:28][CH2:27][CH2:26]3)=[O:22])=[CH:17][C:16]3[C:11](=[CH:12][CH:13]=[C:14]([C:31]4[N:32]=[CH:33][S:34][CH:35]=4)[CH:15]=3)[N:10]=2)=CC=1.C(O)(C(F)(F)F)=O, predict the reaction product.